From a dataset of Reaction yield outcomes from USPTO patents with 853,638 reactions. Predict the reaction yield, written as a fraction of the theoretical maximum amount of product (1.0 means a 100% yield; for example, 0.34 means a 34% yield). (1) The reactants are [Br:1][C:2]1[CH:7]=[CH:6][C:5]([CH2:8][C:9]([OH:11])=O)=[CH:4][CH:3]=1.S(Cl)([Cl:14])=O. No catalyst specified. The product is [Br:1][C:2]1[CH:7]=[CH:6][C:5]([CH2:8][C:9]([Cl:14])=[O:11])=[CH:4][CH:3]=1. The yield is 0.920. (2) The reactants are [Cl:1][C:2]1[CH:7]=[CH:6][C:5]([Cl:8])=[CH:4][C:3]=1[C:9]1[O:13][N:12]=[CH:11][C:10]=1[CH2:14]O.S(Cl)([Cl:18])=O. The catalyst is C1(C)C=CC=CC=1. The product is [Cl:18][CH2:14][C:10]1[CH:11]=[N:12][O:13][C:9]=1[C:3]1[CH:4]=[C:5]([Cl:8])[CH:6]=[CH:7][C:2]=1[Cl:1]. The yield is 0.530. (3) The reactants are [CH2:1]([S:3][C:4]1[N:8]([CH2:9][C:10]2[CH:15]=[CH:14][C:13]([C:16]3[CH:21]=[CH:20][CH:19]=[CH:18][C:17]=3[C:22]3[NH:26][N:25]=[N:24][N:23]=3)=[CH:12][CH:11]=2)[C:7]2[C:27]([C:31]([O:33]CC)=[O:32])=[CH:28][CH:29]=[CH:30][C:6]=2[N:5]=1)[CH3:2].[OH-].[Na+]. The catalyst is CO. The product is [CH2:1]([S:3][C:4]1[N:8]([CH2:9][C:10]2[CH:11]=[CH:12][C:13]([C:16]3[CH:21]=[CH:20][CH:19]=[CH:18][C:17]=3[C:22]3[NH:26][N:25]=[N:24][N:23]=3)=[CH:14][CH:15]=2)[C:7]2[C:27]([C:31]([OH:33])=[O:32])=[CH:28][CH:29]=[CH:30][C:6]=2[N:5]=1)[CH3:2]. The yield is 0.640. (4) The reactants are [CH2:1]([C:3]1[N:8]=[C:7]([N:9]2[CH2:14][CH2:13][N:12]([CH2:15][CH2:16][CH2:17][CH:18]=[CH:19][C:20]3[N:29]=[C:28]4[C:23]([CH2:24][CH2:25][C:26](=[O:30])[NH:27]4)=[CH:22][CH:21]=3)[CH2:11][CH2:10]2)[CH:6]=[CH:5][CH:4]=1)[CH3:2]. The catalyst is CCO.[Pd]. The product is [CH2:1]([C:3]1[N:8]=[C:7]([N:9]2[CH2:10][CH2:11][N:12]([CH2:15][CH2:16][CH2:17][CH2:18][CH2:19][C:20]3[N:29]=[C:28]4[C:23]([CH2:24][CH2:25][C:26](=[O:30])[NH:27]4)=[CH:22][CH:21]=3)[CH2:13][CH2:14]2)[CH:6]=[CH:5][CH:4]=1)[CH3:2]. The yield is 0.100. (5) The reactants are CC[C@@H]1[C@@H]2C[C@H]([C@@H](OC3C4C(=CC=CC=4)C(O[C@@H]([C:47]4[CH:56]=[CH:55][N:54]=[C:53]5[C:48]=4[CH:49]=[C:50]([O:57]C)C=C5)[C@@H]4N5C[C@H](CC)[C@@H](CC5)C4)=NN=3)[C:47]3[CH:56]=[CH:55][N:54]=[C:53]4[C:48]=3[CH:49]=[C:50]([O:57]C)C=C4)N(CC2)C1.[F:59][CH:60]([F:69])C1C=CC(C=C)=CN=1.[O-:70]S([O-])=O.[Na+].[Na+]. The catalyst is C(O)(C)(C)C.O. The product is [F:59][CH:60]([F:69])[C:55]1[N:54]=[CH:53][C:48]([C@@H:49]([OH:70])[CH2:50][OH:57])=[CH:47][CH:56]=1. The yield is 0.870.